Dataset: Catalyst prediction with 721,799 reactions and 888 catalyst types from USPTO. Task: Predict which catalyst facilitates the given reaction. (1) Reactant: CS(O[CH:6]([C:8]1[C:17]([Cl:18])=[C:16]2[C:11]([CH2:12][CH2:13][N:14]([CH2:20][C:21]3[C:22]([O:29][CH2:30][C:31]4[CH:36]=[CH:35][CH:34]=[CH:33][CH:32]=4)=[N:23][C:24]([CH3:28])=[CH:25][C:26]=3[CH3:27])[C:15]2=[O:19])=[C:10]([Cl:37])[CH:9]=1)[CH3:7])(=O)=O.[NH:38]1[CH2:43][CH2:42][O:41][CH2:40][CH2:39]1.C(=O)([O-])[O-].[K+].[K+]. Product: [CH2:30]([O:29][C:22]1[C:21]([CH2:20][N:14]2[CH2:13][CH2:12][C:11]3[C:16](=[C:17]([Cl:18])[C:8]([CH:6]([N:38]4[CH2:43][CH2:42][O:41][CH2:40][CH2:39]4)[CH3:7])=[CH:9][C:10]=3[Cl:37])[C:15]2=[O:19])=[C:26]([CH3:27])[CH:25]=[C:24]([CH3:28])[N:23]=1)[C:31]1[CH:36]=[CH:35][CH:34]=[CH:33][CH:32]=1. The catalyst class is: 10. (2) Reactant: [CH3:1][O:2][CH2:3][CH2:4][CH2:5][CH2:6][CH2:7][CH2:8][CH2:9][CH2:10][CH2:11][OH:12].C([O-])(=O)C.[Na+].[Cr](O[Cr]([O-])(=O)=O)([O-])(=O)=O.[NH+]1C=CC=CC=1.[NH+]1C=CC=CC=1. Product: [CH3:1][O:2][CH2:3][CH2:4][CH2:5][CH2:6][CH2:7][CH2:8][CH2:9][CH2:10][CH:11]=[O:12]. The catalyst class is: 4. (3) Reactant: [OH:1][C:2]1[CH:7]=[CH:6][C:5]([C:8]2[CH:13]=[C:12]([O:14]C)[C:11]([O:16]C)=[CH:10][C:9]=2/[CH:18]=[C:19](\[CH3:26])/[C:20]([NH:22][C:23]([NH2:25])=[NH:24])=[O:21])=[CH:4][CH:3]=1.B(Br)(Br)Br.ClCCl. Product: [CH3:26]/[C:19](=[CH:18]\[C:9]1[CH:10]=[C:11]([OH:16])[C:12]([OH:14])=[CH:13][C:8]=1[C:5]1[CH:4]=[CH:3][C:2]([OH:1])=[CH:7][CH:6]=1)/[C:20]([NH:22][C:23]([NH2:25])=[NH:24])=[O:21]. The catalyst class is: 2. (4) Reactant: CN(C(ON1N=NC2C=CC=CC1=2)=[N+](C)C)C.[B-](F)(F)(F)F.[CH3:23][O:24][C:25]1[CH:26]=[CH:27][C:28]2[NH:34][C:33](=[O:35])[N:32]([CH:36]3[CH2:41][CH2:40][N:39]([C:42]4[N:47]=[CH:46][N:45]=[C:44]([C:48](O)=[O:49])[CH:43]=4)[CH2:38][CH2:37]3)[CH2:31][CH2:30][C:29]=2[CH:51]=1.Cl.[CH3:53][C:54]1([CH3:67])[CH2:59][NH:58][CH2:57][C:56]2[C:60]([C:63]([F:66])([F:65])[F:64])=[N:61][NH:62][C:55]1=2. Product: [CH3:53][C:54]1([CH3:67])[CH2:59][N:58]([C:48]([C:44]2[N:45]=[CH:46][N:47]=[C:42]([N:39]3[CH2:38][CH2:37][CH:36]([N:32]4[CH2:31][CH2:30][C:29]5[CH:51]=[C:25]([O:24][CH3:23])[CH:26]=[CH:27][C:28]=5[NH:34][C:33]4=[O:35])[CH2:41][CH2:40]3)[CH:43]=2)=[O:49])[CH2:57][C:56]2[C:60]([C:63]([F:66])([F:64])[F:65])=[N:61][NH:62][C:55]1=2. The catalyst class is: 3. (5) Reactant: [CH:1](O)([C:8]1[CH:13]=[CH:12][CH:11]=[CH:10][CH:9]=1)[C:2]1[CH:7]=[CH:6][CH:5]=[CH:4][CH:3]=1.F[C:16](F)(F)[C:17]([OH:19])=O.C(O)(=O)C[SH:24]. Product: [CH:1]([CH2:16][C:17]([OH:19])=[S:24])([C:8]1[CH:13]=[CH:12][CH:11]=[CH:10][CH:9]=1)[C:2]1[CH:7]=[CH:6][CH:5]=[CH:4][CH:3]=1. The catalyst class is: 4. (6) Reactant: [C:1]([O:5][C:6]([NH:8][C@@H:9]([CH2:42][C:43]1[CH:48]=[CH:47][CH:46]=[CH:45][CH:44]=1)[CH2:10][C@@H:11]1[O:15][C:14]([CH3:17])([CH3:16])[N:13]([C:18]([O:20][CH2:21][C:22]2[CH:27]=[CH:26][CH:25]=[CH:24][CH:23]=2)=[O:19])[C@H:12]1[CH2:28][C:29]1[CH:34]=[CH:33][C:32](OC(=O)C(F)(F)F)=[CH:31][CH:30]=1)=[O:7])([CH3:4])([CH3:3])[CH3:2].[Li+].[Cl-].[CH3:51][C:52]1[CH:57]=[CH:56][CH:55]=[C:54]([Sn](CCCC)(CCCC)CCCC)[N:53]=1. Product: [C:1]([O:5][C:6]([NH:8][C@@H:9]([CH2:42][C:43]1[CH:48]=[CH:47][CH:46]=[CH:45][CH:44]=1)[CH2:10][C@@H:11]1[O:15][C:14]([CH3:16])([CH3:17])[N:13]([C:18]([O:20][CH2:21][C:22]2[CH:23]=[CH:24][CH:25]=[CH:26][CH:27]=2)=[O:19])[C@H:12]1[CH2:28][C:29]1[CH:30]=[CH:31][C:32]([C:54]2[CH:55]=[CH:56][CH:57]=[C:52]([CH3:51])[N:53]=2)=[CH:33][CH:34]=1)=[O:7])([CH3:2])([CH3:3])[CH3:4]. The catalyst class is: 233. (7) Reactant: [C:1]([O:5][C:6](=[O:22])[NH:7][CH2:8][CH:9]1[O:14][CH2:13][CH2:12][N:11](CC2C=CC=CC=2)[CH2:10]1)([CH3:4])([CH3:3])[CH3:2]. Product: [C:1]([O:5][C:6](=[O:22])[NH:7][CH2:8][CH:9]1[O:14][CH2:13][CH2:12][NH:11][CH2:10]1)([CH3:4])([CH3:2])[CH3:3]. The catalyst class is: 403. (8) Reactant: N1C=CC=CC=1.[CH3:7][N:8]([O:19][CH3:20])[C:9](=[O:18])[C:10]1[CH:15]=[CH:14][C:13]([NH2:16])=[C:12]([NH2:17])[CH:11]=1.[CH:21]([S:24](Cl)(=[O:26])=[O:25])([CH3:23])[CH3:22].CCCCCC. Product: [CH3:7][N:8]([O:19][CH3:20])[C:9](=[O:18])[C:10]1[CH:15]=[CH:14][C:13]([NH2:16])=[C:12]([NH:17][S:24]([CH:21]([CH3:23])[CH3:22])(=[O:26])=[O:25])[CH:11]=1. The catalyst class is: 96. (9) Reactant: C(OC([N:8]1[CH2:25][CH2:24][C:11]2([C:15](=[O:16])[NH:14][CH2:13][CH:12]2[C:17]2[CH:22]=[CH:21][C:20]([F:23])=[CH:19][CH:18]=2)[CH2:10][CH2:9]1)=O)(C)(C)C.C(O)(C(F)(F)F)=O.[OH-].[Na+]. Product: [F:23][C:20]1[CH:21]=[CH:22][C:17]([CH:12]2[C:11]3([CH2:10][CH2:9][NH:8][CH2:25][CH2:24]3)[C:15](=[O:16])[NH:14][CH2:13]2)=[CH:18][CH:19]=1. The catalyst class is: 2. (10) Reactant: CC(C)([O-])C.[Na+].C1C=CC(P(C2C(C3C(P(C4C=CC=CC=4)C4C=CC=CC=4)=CC=C4C=3C=CC=C4)=C3C(C=CC=C3)=CC=2)C2C=CC=CC=2)=CC=1.Br[C:54]1[CH:55]=[C:56]2[C:61](=[CH:62][CH:63]=1)[N:60]=[CH:59][N:58]([C:64]1[CH:65]=[C:66]([NH:71][C:72]([C:74]3[N:78]([C:79]([CH3:82])([CH3:81])[CH3:80])[N:77]=[C:76]([CH3:83])[CH:75]=3)=[O:73])[CH:67]=[CH:68][C:69]=1[CH3:70])[C:57]2=[O:84].[NH:85]1[CH2:90][CH2:89][O:88][CH2:87][CH2:86]1. Product: [O:88]1[CH2:89][CH2:90][N:85]([C:54]2[CH:55]=[C:56]3[C:61](=[CH:62][CH:63]=2)[N:60]=[CH:59][N:58]([C:64]2[CH:65]=[C:66]([NH:71][C:72]([C:74]4[N:78]([C:79]([CH3:82])([CH3:81])[CH3:80])[N:77]=[C:76]([CH3:83])[CH:75]=4)=[O:73])[CH:67]=[CH:68][C:69]=2[CH3:70])[C:57]3=[O:84])[CH2:86][CH2:87]1. The catalyst class is: 62.